This data is from Full USPTO retrosynthesis dataset with 1.9M reactions from patents (1976-2016). The task is: Predict the reactants needed to synthesize the given product. (1) Given the product [CH3:1][N:2]([CH3:31])[CH2:3][CH2:4][N:5]1[C:9]2=[CH:10][CH:11]=[C:12]3[C:17]([N:16]=[C:15]([C:18]4[CH:19]=[CH:20][C:21]([NH:22][C:36](=[O:37])[O:35][CH3:33])=[CH:23][CH:24]=4)[N:14]=[C:13]3[N:25]3[CH2:30][CH2:29][O:28][CH2:27][CH2:26]3)=[C:8]2[CH:7]=[CH:6]1, predict the reactants needed to synthesize it. The reactants are: [CH3:1][N:2]([CH3:31])[CH2:3][CH2:4][N:5]1[C:9]2=[CH:10][CH:11]=[C:12]3[C:17]([N:16]=[C:15]([C:18]4[CH:24]=[CH:23][C:21]([NH2:22])=[CH:20][CH:19]=4)[N:14]=[C:13]3[N:25]3[CH2:30][CH2:29][O:28][CH2:27][CH2:26]3)=[C:8]2[CH:7]=[CH:6]1.Cl[C:33](Cl)([O:35][C:36](=O)[O:37]C(Cl)(Cl)Cl)Cl. (2) Given the product [Cl:29][C:26]1[CH:27]=[CH:28][C:23]([S:20]([NH:19][C:4]2[C:5]([C:8]3[C:10]4[C:11](=[CH:15][CH:16]=[CH:17][CH:18]=4)[C:12](=[O:14])[NH:36][N:35]=3)=[N:6][CH:7]=[C:2]([Cl:1])[CH:3]=2)(=[O:21])=[O:22])=[CH:24][C:25]=1[C:30]([F:33])([F:32])[F:31], predict the reactants needed to synthesize it. The reactants are: [Cl:1][C:2]1[CH:3]=[C:4]([NH:19][S:20]([C:23]2[CH:28]=[CH:27][C:26]([Cl:29])=[C:25]([C:30]([F:33])([F:32])[F:31])[CH:24]=2)(=[O:22])=[O:21])[C:5]([C:8]([C:10]2[CH:18]=[CH:17][CH:16]=[CH:15][C:11]=2[C:12]([OH:14])=O)=O)=[N:6][CH:7]=1.O.[NH2:35][NH2:36].